From a dataset of Full USPTO retrosynthesis dataset with 1.9M reactions from patents (1976-2016). Predict the reactants needed to synthesize the given product. (1) Given the product [CH2:1]([O:3][C:4]([N:6]1[CH2:11][CH2:10][N:9]([C:12](=[O:37])[C@@H:13]([NH:22][C:23]([C:25]2[CH:34]=[C:33]([O:49][C@@H:47]([C:46]([O:45][CH2:38][C:39]3[CH:44]=[CH:43][CH:42]=[CH:41][CH:40]=3)=[O:50])[CH3:48])[C:32]3[C:27](=[CH:28][C:29]([CH3:36])=[CH:30][CH:31]=3)[N:26]=2)=[O:24])[CH2:14][C:15]([OH:17])=[O:16])[CH2:8][CH2:7]1)=[O:5])[CH3:2], predict the reactants needed to synthesize it. The reactants are: [CH2:1]([O:3][C:4]([N:6]1[CH2:11][CH2:10][N:9]([C:12](=[O:37])[C@@H:13]([NH:22][C:23]([C:25]2[CH:34]=[C:33](O)[C:32]3[C:27](=[CH:28][C:29]([CH3:36])=[CH:30][CH:31]=3)[N:26]=2)=[O:24])[CH2:14][C:15]([O:17]C(C)(C)C)=[O:16])[CH2:8][CH2:7]1)=[O:5])[CH3:2].[CH2:38]([O:45][C:46](=[O:50])[C@@H:47]([OH:49])[CH3:48])[C:39]1[CH:44]=[CH:43][CH:42]=[CH:41][CH:40]=1.C1(P(C2C=CC=CC=2)C2C=CC=CC=2)C=CC=CC=1.N(C(OCC)=O)=NC(OCC)=O. (2) Given the product [CH:6]1([C:4](=[O:5])[CH2:11][C:10]#[N:12])[CH2:7][CH2:8][CH2:9]1, predict the reactants needed to synthesize it. The reactants are: C(O[C:4]([CH:6]1[CH2:9][CH2:8][CH2:7]1)=[O:5])C.[C:10](#[N:12])[CH3:11].